The task is: Regression. Given two drug SMILES strings and cell line genomic features, predict the synergy score measuring deviation from expected non-interaction effect.. This data is from Merck oncology drug combination screen with 23,052 pairs across 39 cell lines. (1) Drug 1: CCC1(O)CC2CN(CCc3c([nH]c4ccccc34)C(C(=O)OC)(c3cc4c(cc3OC)N(C)C3C(O)(C(=O)OC)C(OC(C)=O)C5(CC)C=CCN6CCC43C65)C2)C1. Drug 2: Cc1nc(Nc2ncc(C(=O)Nc3c(C)cccc3Cl)s2)cc(N2CCN(CCO)CC2)n1. Cell line: NCIH460. Synergy scores: synergy=10.7. (2) Drug 1: Cc1nc(Nc2ncc(C(=O)Nc3c(C)cccc3Cl)s2)cc(N2CCN(CCO)CC2)n1. Drug 2: COC1=C2CC(C)CC(OC)C(O)C(C)C=C(C)C(OC(N)=O)C(OC)C=CC=C(C)C(=O)NC(=CC1=O)C2=O. Cell line: DLD1. Synergy scores: synergy=21.2.